This data is from Full USPTO retrosynthesis dataset with 1.9M reactions from patents (1976-2016). The task is: Predict the reactants needed to synthesize the given product. (1) Given the product [OH:1][CH:2]([C:6]1[CH:11]=[CH:10][C:9]([C:12]2[N:16]=[C:15]([C:17]3[CH:18]=[N:19][N:20]([C:26]4[CH:31]=[CH:30][CH:29]=[CH:28][CH:27]=4)[C:21]=3[C:22]([F:23])([F:24])[F:25])[O:14][N:13]=2)=[CH:8][CH:7]=1)[C:3]([NH:32][CH2:33][CH2:34][OH:35])=[O:5], predict the reactants needed to synthesize it. The reactants are: [OH:1][CH:2]([C:6]1[CH:11]=[CH:10][C:9]([C:12]2[N:16]=[C:15]([C:17]3[CH:18]=[N:19][N:20]([C:26]4[CH:31]=[CH:30][CH:29]=[CH:28][CH:27]=4)[C:21]=3[C:22]([F:25])([F:24])[F:23])[O:14][N:13]=2)=[CH:8][CH:7]=1)[C:3]([OH:5])=O.[NH2:32][CH2:33][CH2:34][OH:35].CN(C(ON1N=NC2C=CC=NC1=2)=[N+](C)C)C.F[P-](F)(F)(F)(F)F.CN1CCOCC1. (2) Given the product [CH3:36][O:35][C:9]1[CH:8]=[CH:7][C:6]([S:3]([CH2:1][CH2:2][N:38]2[CH2:43][CH2:42][CH2:40][CH2:39]2)(=[O:4])=[O:5])=[CH:11][C:10]=1[S:12]([NH:15][C:16]1[CH:21]=[CH:20][CH:19]=[CH:18][C:17]=1[NH:22][S:23]([C:26]1[S:30][C:29]2[CH:31]=[CH:32][CH:33]=[CH:34][C:28]=2[CH:27]=1)(=[O:25])=[O:24])(=[O:13])=[O:14], predict the reactants needed to synthesize it. The reactants are: [CH:1]([S:3]([C:6]1[CH:7]=[CH:8][C:9]([O:35][CH3:36])=[C:10]([S:12]([NH:15][C:16]2[CH:21]=[CH:20][CH:19]=[CH:18][C:17]=2[NH:22][S:23]([C:26]2[S:30][C:29]3[CH:31]=[CH:32][CH:33]=[CH:34][C:28]=3[CH:27]=2)(=[O:25])=[O:24])(=[O:14])=[O:13])[CH:11]=1)(=[O:5])=[O:4])=[CH2:2].C[N:38]1[CH2:43][CH2:42]N[CH2:40][CH2:39]1. (3) Given the product [OH:16][CH2:15][CH2:14][CH2:13][N:10]1[CH2:11][C:3]2([CH2:1][CH2:2]2)[C:4]2([O:5][CH2:6][CH2:7][O:8]2)[CH2:9]1, predict the reactants needed to synthesize it. The reactants are: [CH2:1]1[C:3]2([CH2:11][NH:10][CH2:9][C:4]32[O:8][CH2:7][CH2:6][O:5]3)[CH2:2]1.Br[CH2:13][CH2:14][CH2:15][OH:16].C([O-])([O-])=O.[K+].[K+]. (4) Given the product [CH3:12][CH:11]1[NH:14][C:1](=[O:7])[CH2:2][C:3]([CH3:5])=[N:13]1, predict the reactants needed to synthesize it. The reactants are: [C:1]([O:7]CC)(=O)[CH2:2][C:3]([CH3:5])=O.Cl.[C:11]([NH2:14])(=[NH:13])[CH3:12].[O-]CC.[Na+].C(O)(=O)C. (5) Given the product [CH3:48][O:49][C:50]1[CH:51]=[CH:52][C:53]([C:54]([NH:56][NH:57][C:23]([C:18]2[CH:17]=[C:16]3[C:21]([CH:22]=[C:14]([C:10]4[C:11]([CH3:13])=[CH:12][C:7]([CH2:6][CH2:5][C:3]([O:2][CH3:1])=[O:4])=[CH:8][C:9]=4[CH3:26])[NH:15]3)=[CH:20][CH:19]=2)=[O:24])=[O:55])=[CH:58][CH:59]=1, predict the reactants needed to synthesize it. The reactants are: [CH3:1][O:2][C:3]([CH2:5][CH2:6][C:7]1[CH:12]=[C:11]([CH3:13])[C:10]([C:14]2[NH:15][C:16]3[C:21]([CH:22]=2)=[CH:20][CH:19]=[C:18]([C:23](O)=[O:24])[CH:17]=3)=[C:9]([CH3:26])[CH:8]=1)=[O:4].C1C=CC2N(O)N=NC=2C=1.CCN=C=NCCCN(C)C.[CH3:48][O:49][C:50]1[CH:59]=[CH:58][C:53]([C:54]([NH:56][NH2:57])=[O:55])=[CH:52][CH:51]=1. (6) Given the product [CH2:27]([O:15][C:13]([CH:12]1[CH:10]2[CH2:19][C:20]3[C:25]([CH:11]2[C:6]2[C:4](=[CH:3][CH:2]=[CH:8][CH:7]=2)[NH:5]1)=[CH:24][CH:23]=[CH:22][CH:21]=3)=[O:14])[CH3:28], predict the reactants needed to synthesize it. The reactants are: Cl[C:2]1[CH:3]=[C:4]([CH:6]=[C:7](Cl)[CH:8]=1)[NH2:5].[CH2:10]([C:12](=O)[C:13]([O-:15])=[O:14])[CH3:11].C1[C:25]2[C:20](=[CH:21][CH:22]=[CH:23][CH:24]=2)[CH:19]=C1.F[C:27](F)(F)[C:28](O)=O.